This data is from Forward reaction prediction with 1.9M reactions from USPTO patents (1976-2016). The task is: Predict the product of the given reaction. (1) Given the reactants C(O[C:6](=[O:15])[NH:7][CH2:8][CH2:9][NH:10][S:11]([CH3:14])(=[O:13])=[O:12])(C)(C)C.FC(F)(F)C(O)=O.COC([C:27]1[C:28]([OH:51])=[C:29]2[C:34](=[CH:35][N:36]=1)[N:33]([CH2:37][C:38]1[CH:43]=[CH:42][CH:41]=[CH:40][CH:39]=1)[C:32](=[O:44])[C:31]([C:45]1[CH:50]=[CH:49][CH:48]=[CH:47][CH:46]=1)=[CH:30]2)=O, predict the reaction product. The product is: [CH3:14][S:11]([NH:10][CH2:9][CH2:8][NH:7][C:6]([C:27]1[C:28]([OH:51])=[C:29]2[C:34](=[CH:35][N:36]=1)[N:33]([CH2:37][C:38]1[CH:43]=[CH:42][CH:41]=[CH:40][CH:39]=1)[C:32](=[O:44])[C:31]([C:45]1[CH:50]=[CH:49][CH:48]=[CH:47][CH:46]=1)=[CH:30]2)=[O:15])(=[O:12])=[O:13]. (2) The product is: [CH3:11][C:10]1[CH:9]=[CH:8][C:4]([C:5]([OH:7])=[O:6])=[CH:3][C:2]=1[B:12]1[O:16][C:15]([CH3:18])([CH3:17])[C:14]([CH3:20])([CH3:19])[O:13]1. Given the reactants I[C:2]1[CH:3]=[C:4]([CH:8]=[CH:9][C:10]=1[CH3:11])[C:5]([OH:7])=[O:6].[B:12]1([B:12]2[O:16][C:15]([CH3:18])([CH3:17])[C:14]([CH3:20])([CH3:19])[O:13]2)[O:16][C:15]([CH3:18])([CH3:17])[C:14]([CH3:20])([CH3:19])[O:13]1.C([O-])(=O)C.[K+], predict the reaction product. (3) Given the reactants [CH3:1][N:2]1[C:6]2[CH:7]=[CH:8][CH:9]=[CH:10][C:5]=2[N:4]=[C:3]1S(O)(=O)=O.[CH2:15]([NH2:18])[CH2:16][CH3:17], predict the reaction product. The product is: [CH3:1][N:2]1[C:6]2[CH:7]=[CH:8][CH:9]=[CH:10][C:5]=2[N:4]=[C:3]1[NH:18][CH2:15][CH2:16][CH3:17]. (4) Given the reactants [NH:1]1[C:9]2[C:4](=[CH:5][C:6]([NH:10][C:11]3[CH:22]=[CH:21][C:20]([CH:23]4[CH2:25][CH2:24]4)=[CH:19][C:12]=3[C:13]([O:15][CH2:16][CH:17]=[CH2:18])=[O:14])=[CH:7][CH:8]=2)[CH:3]=[CH:2]1.C(OCC)(=O)C.C(=O)(O)[O-].[Na+].[Cl:37][C:38]1[CH:46]=[CH:45][C:41]([C:42](Cl)=[O:43])=[CH:40][CH:39]=1, predict the reaction product. The product is: [Cl:37][C:38]1[CH:46]=[CH:45][C:41]([C:42]([N:1]2[C:9]3[C:4](=[CH:5][C:6]([NH:10][C:11]4[CH:22]=[CH:21][C:20]([CH:23]5[CH2:25][CH2:24]5)=[CH:19][C:12]=4[C:13]([O:15][CH2:16][CH:17]=[CH2:18])=[O:14])=[CH:7][CH:8]=3)[CH:3]=[CH:2]2)=[O:43])=[CH:40][CH:39]=1. (5) Given the reactants [CH:1]([C:3]1[CH:4]=[C:5]([CH:33]=[CH:34][CH:35]=1)[C:6]([C:8]1[C:13]([C:14]([O:16][CH2:17][CH3:18])=[O:15])=[CH:12][N:11]=[C:10]([NH:19][C:20]2[CH:25]=[CH:24][C:23]([N:26]3[CH2:31][CH2:30][N:29]([CH3:32])[CH2:28][CH2:27]3)=[CH:22][CH:21]=2)[N:9]=1)=[O:7])=O.[CH3:36][N:37]1[CH2:42][CH2:41][NH:40][CH2:39][CH2:38]1.[BH3-]C#N.[Na+], predict the reaction product. The product is: [CH3:36][N:37]1[CH2:42][CH2:41][N:40]([CH2:1][C:3]2[CH:4]=[C:5]([CH:33]=[CH:34][CH:35]=2)[C:6]([C:8]2[C:13]([C:14]([O:16][CH2:17][CH3:18])=[O:15])=[CH:12][N:11]=[C:10]([NH:19][C:20]3[CH:21]=[CH:22][C:23]([N:26]4[CH2:27][CH2:28][N:29]([CH3:32])[CH2:30][CH2:31]4)=[CH:24][CH:25]=3)[N:9]=2)=[O:7])[CH2:39][CH2:38]1. (6) Given the reactants [CH3:1][O:2][CH2:3][C@H:4]([CH3:52])[CH2:5][O:6][CH2:7][C:8]1[CH:13]=[CH:12][C:11]([C@@H:14]2[C@@H:19]([O:20][CH2:21][C:22]3[CH:23]=[CH:24][C:25]4[O:30][CH2:29][CH2:28][N:27]([CH2:31][CH2:32][CH2:33][O:34][CH3:35])[C:26]=4[CH:36]=3)[CH2:18][N:17]([S:37]([C:40]3[CH:45]=[CH:44][C:43]([CH3:46])=[CH:42][CH:41]=3)(=[O:39])=[O:38])[C@@H:16]([CH2:47][C:48]([NH:50][NH2:51])=[O:49])[CH2:15]2)=[CH:10][CH:9]=1.CO[CH:55](OC)[N:56]([CH3:58])[CH3:57], predict the reaction product. The product is: [CH3:55][N:56]([CH3:58])/[CH:57]=[N:51]/[NH:50][C:48](=[O:49])[CH2:47][C@H:16]1[CH2:15][C@H:14]([C:11]2[CH:10]=[CH:9][C:8]([CH2:7][O:6][CH2:5][C@@H:4]([CH3:52])[CH2:3][O:2][CH3:1])=[CH:13][CH:12]=2)[C@@H:19]([O:20][CH2:21][C:22]2[CH:23]=[CH:24][C:25]3[O:30][CH2:29][CH2:28][N:27]([CH2:31][CH2:32][CH2:33][O:34][CH3:35])[C:26]=3[CH:36]=2)[CH2:18][N:17]1[S:37]([C:40]1[CH:41]=[CH:42][C:43]([CH3:46])=[CH:44][CH:45]=1)(=[O:38])=[O:39]. (7) Given the reactants C1C2C(COC(=O)[NH:17][C:18]3[CH:23]=[CH:22][C:21]([NH:24][C:25]([C:27]4[C:28]([O:33][CH2:34][C:35]5[CH:40]=[CH:39][CH:38]=[CH:37][CH:36]=5)=[N:29][CH:30]=[CH:31][CH:32]=4)=[O:26])=[C:20]([O:41][CH2:42][C:43]4[CH:48]=[CH:47][CH:46]=[CH:45][CH:44]=4)[CH:19]=3)C3C(=CC=CC=3)C=2C=CC=1.N1CCCCC1, predict the reaction product. The product is: [NH2:17][C:18]1[CH:23]=[CH:22][C:21]([NH:24][C:25](=[O:26])[C:27]2[CH:32]=[CH:31][CH:30]=[N:29][C:28]=2[O:33][CH2:34][C:35]2[CH:40]=[CH:39][CH:38]=[CH:37][CH:36]=2)=[C:20]([O:41][CH2:42][C:43]2[CH:48]=[CH:47][CH:46]=[CH:45][CH:44]=2)[CH:19]=1. (8) Given the reactants [Cl:1][C:2]1[CH:7]=[C:6](Cl)[N:5]=[CH:4][N:3]=1.[CH2:9]([O:16][C:17]1[CH:22]=[CH:21][CH:20]=[CH:19][C:18]=1B(O)O)[C:10]1[CH:15]=[CH:14][CH:13]=[CH:12][CH:11]=1.C(COC)OC.C([O-])(O)=O.[Na+], predict the reaction product. The product is: [Cl:1][C:2]1[CH:7]=[C:6]([C:18]2[CH:19]=[CH:20][CH:21]=[CH:22][C:17]=2[O:16][CH2:9][C:10]2[CH:11]=[CH:12][CH:13]=[CH:14][CH:15]=2)[N:5]=[CH:4][N:3]=1.